Dataset: Reaction yield outcomes from USPTO patents with 853,638 reactions. Task: Predict the reaction yield, written as a fraction of the theoretical maximum amount of product (1.0 means a 100% yield; for example, 0.34 means a 34% yield). (1) The reactants are [N:1]1([C:6]2[CH:11]=[C:10]([NH2:12])[C:9]([NH2:13])=[C:8]([CH3:14])[CH:7]=2)[CH:5]=[CH:4][N:3]=[CH:2]1.[Cl:15][C:16]1[C:21]([CH:22]=O)=[C:20]([Cl:24])[N:19]=[CH:18][N:17]=1. The catalyst is CO. The product is [Cl:15][C:16]1[C:21]([C:22]2[NH:12][C:10]3[CH:11]=[C:6]([N:1]4[CH:5]=[CH:4][N:3]=[CH:2]4)[CH:7]=[C:8]([CH3:14])[C:9]=3[N:13]=2)=[C:20]([Cl:24])[N:19]=[CH:18][N:17]=1. The yield is 0.550. (2) The reactants are [F:1][C:2]1[C:3]([CH3:18])=[C:4]([NH:11][C:12]2[CH:17]=[CH:16][CH:15]=[CH:14][N:13]=2)[C:5]([N+:8]([O-])=O)=[CH:6][CH:7]=1. The catalyst is CCOC(C)=O.[Pd]. The product is [F:1][C:2]1[C:3]([CH3:18])=[C:4]([NH:11][C:12]2[CH:17]=[CH:16][CH:15]=[CH:14][N:13]=2)[C:5]([NH2:8])=[CH:6][CH:7]=1. The yield is 1.00. (3) The reactants are [Br:1][C:2]1[CH:3]=[C:4]2[C:8](=[CH:9][CH:10]=1)[NH:7][CH2:6][CH2:5]2.[C:11]([O:15][C:16](=O)[O:17]C(C)(C)C)([CH3:14])([CH3:13])[CH3:12].CC#N. The catalyst is CN(C)C1C=CN=CC=1.CCOC(C)=O. The product is [Br:1][C:2]1[CH:3]=[C:4]2[C:8](=[CH:9][CH:10]=1)[N:7]([C:16]([O:15][C:11]([CH3:14])([CH3:13])[CH3:12])=[O:17])[CH2:6][CH2:5]2. The yield is 0.380. (4) The reactants are C(C(CCCC=C)(C(O)=O)C(O)=O)CCC=C.C(OCC)(=O)CC(OCC)=O.[H-].[Na+].BrCCCCC=C.[CH2:38]([C:44]([CH2:51][CH2:52][CH2:53][CH2:54][CH:55]=[CH2:56])(C(O)=O)[C:45]([OH:47])=[O:46])[CH2:39][CH2:40][CH2:41][CH:42]=[CH2:43]. The catalyst is C1COCC1. The product is [CH2:51]([CH:44]([CH2:38][CH2:39][CH2:40][CH2:41][CH:42]=[CH2:43])[C:45]([OH:47])=[O:46])[CH2:52][CH2:53][CH2:54][CH:55]=[CH2:56]. The yield is 0.136. (5) The reactants are [O:1]1[C:5]2[CH:6]=[CH:7][CH:8]=[CH:9][C:4]=2[CH:3]=[C:2]1[C:10]1[C:19]([NH:20][CH:21]([CH3:23])[CH3:22])=[N:18][C:17]2[C:12](=[CH:13][CH:14]=[C:15]([C:24]([O:26]C)=[O:25])[CH:16]=2)[N:11]=1.[OH-].[Na+].Cl. The catalyst is CO.O. The product is [O:1]1[C:5]2[CH:6]=[CH:7][CH:8]=[CH:9][C:4]=2[CH:3]=[C:2]1[C:10]1[C:19]([NH:20][CH:21]([CH3:23])[CH3:22])=[N:18][C:17]2[C:12](=[CH:13][CH:14]=[C:15]([C:24]([OH:26])=[O:25])[CH:16]=2)[N:11]=1. The yield is 0.520. (6) The reactants are Cl.[C:2]([O:18][CH3:19])(=[O:17])/[CH:3]=[CH:4]/[C:5]([O:7][CH2:8][C:9](=[O:16])[N:10]1[CH2:15][CH2:14][NH:13][CH2:12][CH2:11]1)=[O:6].[CH2:20](Br)[C:21]1[CH:26]=[CH:25][CH:24]=[CH:23][CH:22]=1.C(N(C(C)C)CC)(C)C. The catalyst is ClCCl. The product is [C:2]([O:18][CH3:19])(=[O:17])/[CH:3]=[CH:4]/[C:5]([O:7][CH2:8][C:9]([N:10]1[CH2:15][CH2:14][N:13]([CH2:20][C:21]2[CH:26]=[CH:25][CH:24]=[CH:23][CH:22]=2)[CH2:12][CH2:11]1)=[O:16])=[O:6]. The yield is 0.270.